From a dataset of Forward reaction prediction with 1.9M reactions from USPTO patents (1976-2016). Predict the product of the given reaction. (1) Given the reactants CO[C:3](=[O:47])[CH2:4][N:5]1[C:13]2[C:8](=[CH:9][C:10]([O:16][CH3:17])=[C:11]([O:14][CH3:15])[CH:12]=2)[C:7]([C:18]2[CH:23]=[CH:22][C:21]([O:24][CH3:25])=[CH:20][CH:19]=2)=[C:6]1[CH2:26][NH:27][C:28]([C:41]1[CH:46]=[CH:45][CH:44]=[CH:43][CH:42]=1)([C:35]1[CH:40]=[CH:39][CH:38]=[CH:37][CH:36]=1)[C:29]1[CH:34]=[CH:33][CH:32]=[CH:31][CH:30]=1.[CH2:48](Cl)Cl.C(O)(C(F)(F)F)=O, predict the reaction product. The product is: [CH3:15][O:14][C:11]1[C:10]([O:16][CH3:48])=[CH:9][C:8]2[C:7]([C:18]3[CH:23]=[CH:22][C:21]([O:24][CH3:25])=[CH:20][CH:19]=3)=[C:6]3[CH2:26][NH:27][C:3](=[O:47])[CH2:4][N:5]3[C:13]=2[CH:12]=1.[CH3:17][O:16][C:10]1[CH:9]=[C:8]2[C:13](=[CH:12][C:11]=1[O:14][CH3:15])[NH:5][C:6]([CH2:26][NH:27][C:28]([C:29]1[CH:30]=[CH:31][CH:32]=[CH:33][CH:34]=1)([C:35]1[CH:40]=[CH:39][CH:38]=[CH:37][CH:36]=1)[C:41]1[CH:42]=[CH:43][CH:44]=[CH:45][CH:46]=1)=[C:7]2[C:18]1[CH:23]=[CH:22][C:21]([O:24][CH3:25])=[CH:20][CH:19]=1. (2) Given the reactants [Br:1][C:2]1[C:3](F)=[C:4]2[C:10]([NH:11][C:12]([C:14]3([C:17]([F:20])([F:19])[F:18])[CH2:16][CH2:15]3)=[O:13])=[CH:9][NH:8][C:5]2=[N:6][CH:7]=1.[NH:22]1[CH2:27][CH2:26][CH2:25][C@@H:24]([NH:28][C:29](=[O:35])[O:30][C:31]([CH3:34])([CH3:33])[CH3:32])[CH2:23]1, predict the reaction product. The product is: [Br:1][C:2]1[C:3]([N:22]2[CH2:27][CH2:26][CH2:25][C@@H:24]([NH:28][C:29](=[O:35])[O:30][C:31]([CH3:33])([CH3:32])[CH3:34])[CH2:23]2)=[C:4]2[C:10]([NH:11][C:12]([C:14]3([C:17]([F:20])([F:19])[F:18])[CH2:16][CH2:15]3)=[O:13])=[CH:9][NH:8][C:5]2=[N:6][CH:7]=1. (3) The product is: [CH3:31][NH:30][C:28](=[O:29])[C:27]1[CH:32]=[CH:33][C:24]([N:16]2[CH2:15][CH2:14][N:13]([CH2:12][C:10]3[CH:9]=[C:8]([CH2:19][CH2:20][CH3:21])[C:6]4[O:7][CH:2]([CH3:1])[C:3](=[O:22])[NH:4][C:5]=4[CH:11]=3)[CH2:18][CH2:17]2)=[CH:25][CH:26]=1. Given the reactants [CH3:1][CH:2]1[O:7][C:6]2[C:8]([CH2:19][CH2:20][CH3:21])=[CH:9][C:10]([CH2:12][N:13]3[CH2:18][CH2:17][NH:16][CH2:15][CH2:14]3)=[CH:11][C:5]=2[NH:4][C:3]1=[O:22].F[C:24]1[CH:33]=[CH:32][C:27]([C:28]([NH:30][CH3:31])=[O:29])=[CH:26][CH:25]=1.C1CCN2C(=NCCC2)CC1.C([O-])([O-])=O.[K+].[K+], predict the reaction product. (4) Given the reactants [CH3:1][N:2]([CH3:19])[CH:3]=[N:4][S:5]([C:8]1[C:13]([O:14]C)=[CH:12][CH:11]=[CH:10][C:9]=1[N+:16]([O-:18])=[O:17])(=[O:7])=[O:6], predict the reaction product. The product is: [CH3:1][N:2]([CH3:19])[CH:3]=[N:4][S:5]([C:8]1[C:13]([OH:14])=[CH:12][CH:11]=[CH:10][C:9]=1[N+:16]([O-:18])=[O:17])(=[O:6])=[O:7]. (5) Given the reactants [NH:1]1[C:5]2[CH2:6][CH2:7][CH2:8][C:4]=2[C:3]([C:9]([NH2:11])=[O:10])=[N:2]1.C([O-])([O-])=O.[K+].[K+].[CH2:18](Br)[C:19]1[CH:24]=[CH:23][CH:22]=[CH:21][CH:20]=1, predict the reaction product. The product is: [CH2:18]([N:2]1[C:3]([C:9]([NH2:11])=[O:10])=[C:4]2[CH2:8][CH2:7][CH2:6][C:5]2=[N:1]1)[C:19]1[CH:24]=[CH:23][CH:22]=[CH:21][CH:20]=1. (6) Given the reactants F[C:2]1[CH:7]=[C:6]([F:8])[CH:5]=[CH:4][C:3]=1[C:9]1[N:10]=[C:11]2[N:15]([C:16]=1[C:17]1[CH:18]=[N:19][C:20]([NH:23][NH2:24])=[CH:21][CH:22]=1)[CH:14]=[CH:13][O:12]2.FC1C=CC(C2N=C3N(C=2)C=CO3)=CC=1.[CH2:40]1C(=O)N(I)[C:42](=[O:43])[CH2:41]1.FC1C=CC(B(O)O)=CN=1.NN.[Si](OCCC=O)(C(C)(C)C)(C)C.C(O)(=O)C.C(O)(=O)C.IC1C=CC=CC=1, predict the reaction product. The product is: [F:8][C:6]1[CH:5]=[CH:4][C:3]([C:9]2[N:10]=[C:11]3[N:15]([C:16]=2[C:17]2[CH:22]=[CH:21][C:20]4[N:19]([C:40]([CH2:41][CH2:42][OH:43])=[N:24][N:23]=4)[CH:18]=2)[CH:14]=[CH:13][O:12]3)=[CH:2][CH:7]=1. (7) The product is: [C:7]([O:11][C:12]([CH2:14][O:15][C:16]1[C:21]([Cl:22])=[CH:20][C:19]([Cl:23])=[CH:18][C:17]=1[CH:24]([NH:29][C:30]1[CH:31]=[CH:32][C:33]([C:36](=[NH:39])[NH:37][OH:38])=[CH:34][CH:35]=1)[C:25]([OH:27])=[O:26])=[O:13])([CH3:10])([CH3:8])[CH3:9]. Given the reactants C(=O)([O-])[O-].[Li+].[Li+].[C:7]([O:11][C:12]([CH2:14][O:15][C:16]1[C:21]([Cl:22])=[CH:20][C:19]([Cl:23])=[CH:18][C:17]=1[CH:24]([NH:29][C:30]1[CH:35]=[CH:34][C:33]([C:36](=[NH:39])[NH:37][OH:38])=[CH:32][CH:31]=1)[C:25]([O:27]C)=[O:26])=[O:13])([CH3:10])([CH3:9])[CH3:8], predict the reaction product.